This data is from Full USPTO retrosynthesis dataset with 1.9M reactions from patents (1976-2016). The task is: Predict the reactants needed to synthesize the given product. (1) Given the product [Cl:27][C:28]1[CH:29]=[N+:30]([O-:53])[CH:31]=[C:32]([Cl:52])[C:33]=1[CH2:34][C@@H:35]([C:37]1[CH:42]=[CH:41][C:40]([O:43][CH:44]([F:46])[F:45])=[C:39]([O:47][CH2:48][CH:49]2[CH2:51][CH2:50]2)[CH:38]=1)[O:25][C:24](=[O:26])[CH2:23][N:18]1[C:19]2[C:15](=[C:14]([N:9]([CH2:8][CH2:7][N:4]3[CH2:5][CH2:6][O:1][CH2:2][CH2:3]3)[S:10]([CH3:13])(=[O:12])=[O:11])[CH:22]=[CH:21][CH:20]=2)[CH:16]=[CH:17]1, predict the reactants needed to synthesize it. The reactants are: [O:1]1[CH2:6][CH2:5][N:4]([CH2:7][CH2:8][N:9]([C:14]2[CH:22]=[CH:21][CH:20]=[C:19]3[C:15]=2[CH:16]=[CH:17][N:18]3[CH2:23][C:24]([OH:26])=[O:25])[S:10]([CH3:13])(=[O:12])=[O:11])[CH2:3][CH2:2]1.[Cl:27][C:28]1[CH:29]=[N+:30]([O-:53])[CH:31]=[C:32]([Cl:52])[C:33]=1[CH2:34][C@@H:35]([C:37]1[CH:42]=[CH:41][C:40]([O:43][CH:44]([F:46])[F:45])=[C:39]([O:47][CH2:48][CH:49]2[CH2:51][CH2:50]2)[CH:38]=1)O.C(Cl)CCl. (2) Given the product [C:10]([O:14][C:15]([N:17]([CH:19]=[C:20]1[CH:26]=[CH:25][CH:24]=[C:22]([NH:23][C:6]2[C:5]([F:9])=[CH:4][N:3]=[C:2]([Cl:1])[N:7]=2)[CH2:21]1)[CH3:18])=[O:16])([CH3:13])([CH3:11])[CH3:12], predict the reactants needed to synthesize it. The reactants are: [Cl:1][C:2]1[N:7]=[C:6](Cl)[C:5]([F:9])=[CH:4][N:3]=1.[C:10]([O:14][C:15]([N:17]([CH:19]=[C:20]1[CH:26]=[CH:25][CH:24]=[C:22]([NH2:23])[CH2:21]1)[CH3:18])=[O:16])([CH3:13])([CH3:12])[CH3:11].